Dataset: Catalyst prediction with 721,799 reactions and 888 catalyst types from USPTO. Task: Predict which catalyst facilitates the given reaction. (1) Reactant: [NH:1]1[C:5]([C:6]2[CH:12]=[C:11]([C:13]([F:16])([F:15])[F:14])[CH:10]=[CH:9][C:7]=2[NH2:8])=[CH:4][N:3]=[N:2]1.C([O-])([O-])=O.[K+].[K+].[C:23](Cl)(Cl)=[S:24]. Product: [F:16][C:13]([F:15])([F:14])[C:11]1[CH:10]=[CH:9][C:7]2[NH:8][C:23](=[S:24])[N:1]3[N:2]=[N:3][CH:4]=[C:5]3[C:6]=2[CH:12]=1. The catalyst class is: 1. (2) Reactant: [CH:1]1([NH:4][C:5]([NH:7][C:8]2[CH:13]=[CH:12][C:11]([O:14][C:15]3[CH:20]=[CH:19][N:18]=[C:17]4[CH:21]=[C:22]([C:24]5[CH:29]=[CH:28][C:27]([CH:30]=O)=[CH:26][N:25]=5)[S:23][C:16]=34)=[C:10]([F:32])[CH:9]=2)=[O:6])[CH2:3][CH2:2]1.[CH3:33][C:34]([OH:36])=[O:35].C(O[BH-](O[C:47](=O)[CH3:48])OC(=O)C)(=O)C.[Na+]. Product: [CH:1]1([NH:4][C:5](=[O:6])[NH:7][C:8]2[CH:13]=[CH:12][C:11]([O:14][C:15]3[CH:20]=[CH:19][N:18]=[C:17]4[CH:21]=[C:22]([C:24]5[N:25]=[CH:26][C:27]([CH2:30][N:4]6[CH2:1][CH2:2][CH2:3][CH:33]([C:34]([O:36][CH2:47][CH3:48])=[O:35])[CH2:5]6)=[CH:28][CH:29]=5)[S:23][C:16]=34)=[C:10]([F:32])[CH:9]=2)[CH2:3][CH2:2]1. The catalyst class is: 37.